Task: Binary Classification. Given a T-cell receptor sequence (or CDR3 region) and an epitope sequence, predict whether binding occurs between them.. Dataset: TCR-epitope binding with 47,182 pairs between 192 epitopes and 23,139 TCRs (1) The epitope is ELAGIGILTV. The TCR CDR3 sequence is CASSQDSGGTDTQYF. Result: 1 (the TCR binds to the epitope). (2) The epitope is NLNESLIDL. The TCR CDR3 sequence is CASSPGQFLQPQHF. Result: 1 (the TCR binds to the epitope). (3) The epitope is ILHCANFNV. The TCR CDR3 sequence is CASGHGNQPQHF. Result: 0 (the TCR does not bind to the epitope). (4) The epitope is TSNQVAVLY. The TCR CDR3 sequence is CASSPPGDSTDTQYF. Result: 1 (the TCR binds to the epitope). (5) The epitope is LLWNGPMAV. The TCR CDR3 sequence is CASSETGTQAYEQYF. Result: 1 (the TCR binds to the epitope). (6) The epitope is GTSGSPIIDK. The TCR CDR3 sequence is CASSNAGGQPQHF. Result: 0 (the TCR does not bind to the epitope). (7) The epitope is RQLLFVVEV. The TCR CDR3 sequence is CASSYWDRGEKLFF. Result: 1 (the TCR binds to the epitope).